From a dataset of Ames mutagenicity test results for genotoxicity prediction. Regression/Classification. Given a drug SMILES string, predict its toxicity properties. Task type varies by dataset: regression for continuous values (e.g., LD50, hERG inhibition percentage) or binary classification for toxic/non-toxic outcomes (e.g., AMES mutagenicity, cardiotoxicity, hepatotoxicity). Dataset: ames. (1) The result is 0 (non-mutagenic). The molecule is N=C(N)c1ccc2cc(C(=N)N)[nH]c2c1. (2) The drug is O=C(/C=N/O)Nc1ccccc1. The result is 0 (non-mutagenic). (3) The compound is C=CC(=O)NCO. The result is 0 (non-mutagenic). (4) The drug is O=C1C(Cl)=C(Cl)C(=O)c2ccccc21. The result is 1 (mutagenic).